This data is from Reaction yield outcomes from USPTO patents with 853,638 reactions. The task is: Predict the reaction yield, written as a fraction of the theoretical maximum amount of product (1.0 means a 100% yield; for example, 0.34 means a 34% yield). (1) The reactants are Br[C:2]1[N:25]=[CH:24][C:5]2[N:6]([C:21](=[O:23])[CH3:22])[C@@H:7]([CH3:20])[CH2:8][N:9]([S:10]([C:13]3[CH:19]=[CH:18][C:16]([CH3:17])=[CH:15][CH:14]=3)(=[O:12])=[O:11])[C:4]=2[CH:3]=1.[CH3:26][S:27]([C:30]1[CH:35]=[CH:34][C:33](B(O)O)=[CH:32][CH:31]=1)(=[O:29])=[O:28].C1(P(C2CCCCC2)C2C=CC=CC=2C2C(C(C)C)=CC(C(C)C)=CC=2C(C)C)CCCCC1.C(=O)([O-])[O-].[Cs+].[Cs+]. The catalyst is O1CCOCC1.O.C1C=CC(/C=C/C(/C=C/C2C=CC=CC=2)=O)=CC=1.C1C=CC(/C=C/C(/C=C/C2C=CC=CC=2)=O)=CC=1.C1C=CC(/C=C/C(/C=C/C2C=CC=CC=2)=O)=CC=1.[Pd].[Pd]. The product is [CH3:20][C@H:7]1[CH2:8][N:9]([S:10]([C:13]2[CH:19]=[CH:18][C:16]([CH3:17])=[CH:15][CH:14]=2)(=[O:12])=[O:11])[C:4]2[CH:3]=[C:2]([C:33]3[CH:34]=[CH:35][C:30]([S:27]([CH3:26])(=[O:29])=[O:28])=[CH:31][CH:32]=3)[N:25]=[CH:24][C:5]=2[N:6]1[C:21](=[O:23])[CH3:22]. The yield is 0.510. (2) The reactants are [CH3:1][C:2]1[CH:9]=[C:8]([F:10])[CH:7]=[CH:6][C:3]=1[C:4]#[N:5].[Br:11]N1C(=O)CCC1=O.C(OOC(=O)C1C=CC=CC=1)(=O)C1C=CC=CC=1. The catalyst is C(Cl)(Cl)(Cl)Cl. The product is [Br:11][CH2:1][C:2]1[CH:9]=[C:8]([F:10])[CH:7]=[CH:6][C:3]=1[C:4]#[N:5]. The yield is 0.250.